Task: Regression. Given two drug SMILES strings and cell line genomic features, predict the synergy score measuring deviation from expected non-interaction effect.. Dataset: NCI-60 drug combinations with 297,098 pairs across 59 cell lines Drug 1: CS(=O)(=O)C1=CC(=C(C=C1)C(=O)NC2=CC(=C(C=C2)Cl)C3=CC=CC=N3)Cl. Drug 2: CC1=C(N=C(N=C1N)C(CC(=O)N)NCC(C(=O)N)N)C(=O)NC(C(C2=CN=CN2)OC3C(C(C(C(O3)CO)O)O)OC4C(C(C(C(O4)CO)O)OC(=O)N)O)C(=O)NC(C)C(C(C)C(=O)NC(C(C)O)C(=O)NCCC5=NC(=CS5)C6=NC(=CS6)C(=O)NCCC[S+](C)C)O. Cell line: NCI-H522. Synergy scores: CSS=7.11, Synergy_ZIP=-6.33, Synergy_Bliss=-7.38, Synergy_Loewe=-14.4, Synergy_HSA=-6.21.